Dataset: Forward reaction prediction with 1.9M reactions from USPTO patents (1976-2016). Task: Predict the product of the given reaction. (1) Given the reactants [Br:1][C:2]1[CH:11]=[CH:10][CH:9]=[C:8]2[C:3]=1[CH:4]=[CH:5][C:6]([S:12]([OH:15])(=O)=[O:13])=[CH:7]2.O=S(Cl)[Cl:18], predict the reaction product. The product is: [Br:1][C:2]1[CH:11]=[CH:10][CH:9]=[C:8]2[C:3]=1[CH:4]=[CH:5][C:6]([S:12]([Cl:18])(=[O:15])=[O:13])=[CH:7]2. (2) Given the reactants [H-].[Na+].[F:3][CH:4]([C:10]([O:12]CC)=O)[C:5]([O:7]CC)=O.Br.[O:16]1[CH2:21][CH2:20][N:19]([C:22]([NH2:24])=[NH:23])[CH2:18][CH2:17]1, predict the reaction product. The product is: [F:3][C:4]1[C:5]([OH:7])=[N:23][C:22]([N:19]2[CH2:20][CH2:21][O:16][CH2:17][CH2:18]2)=[N:24][C:10]=1[OH:12]. (3) Given the reactants CN1CCOCC1.C(Cl)CCl.C1C=CC2N(O)N=NC=2C=1.[C:22]([O:26][C:27]([NH:29][C@@H:30]([C:36]([OH:38])=O)[CH2:31][C:32]([CH3:35])([CH3:34])[CH3:33])=[O:28])([CH3:25])([CH3:24])[CH3:23].[CH3:39][O:40][C:41](=[O:51])[C@H:42]([CH2:44][C:45]1[CH:46]=[N:47][CH:48]=[CH:49][CH:50]=1)[NH2:43], predict the reaction product. The product is: [CH3:39][O:40][C:41](=[O:51])[C@H:42]([CH2:44][C:45]1[CH:46]=[N:47][CH:48]=[CH:49][CH:50]=1)[NH:43][C:36](=[O:38])[C@@H:30]([CH2:31][C:32]([CH3:33])([CH3:34])[CH3:35])[NH:29][C:27]([O:26][C:22]([CH3:23])([CH3:24])[CH3:25])=[O:28]. (4) Given the reactants C([O:8][C@H:9]1[C@H:15]([O:16]CC2C=CC=CC=2)[C@@H:14]([O:24]CC2C=CC=CC=2)[C@:13]2([C:33]3[CH:38]=[CH:37][C:36]([Cl:39])=[C:35]([CH2:40][C:41]4[CH:42]=[CH:43][C:44]5[O:48][CH2:47][CH2:46][C:45]=5[CH:49]=4)[CH:34]=3)[O:32][C@@:10]1([CH2:50][OH:51])[CH2:11][O:12]2)C1C=CC=CC=1.ClC1C=CC=CC=1Cl, predict the reaction product. The product is: [Cl:39][C:36]1[CH:37]=[CH:38][C:33]([C@@:13]23[O:32][C@@:10]([CH2:50][OH:51])([CH2:11][O:12]2)[C@@H:9]([OH:8])[C@H:15]([OH:16])[C@H:14]3[OH:24])=[CH:34][C:35]=1[CH2:40][C:41]1[CH:42]=[CH:43][C:44]2[O:48][CH2:47][CH2:46][C:45]=2[CH:49]=1. (5) The product is: [Br:1][C:2]1[C:11]2[C:6](=[CH:7][CH:8]=[CH:9][CH:10]=2)[CH:5]=[C:4]([O:12][CH2:14][CH2:15][O:16][Si:17]([CH:21]([CH3:22])[CH3:23])([CH:18]([CH3:20])[CH3:19])[CH:24]([CH3:25])[CH3:26])[CH:3]=1. Given the reactants [Br:1][C:2]1[C:11]2[C:6](=[CH:7][CH:8]=[CH:9][CH:10]=2)[CH:5]=[C:4]([OH:12])[CH:3]=1.Br[CH2:14][CH2:15][O:16][Si:17]([CH:24]([CH3:26])[CH3:25])([CH:21]([CH3:23])[CH3:22])[CH:18]([CH3:20])[CH3:19].C(=O)([O-])[O-].[K+].[K+], predict the reaction product.